From a dataset of Peptide-MHC class II binding affinity with 134,281 pairs from IEDB. Regression. Given a peptide amino acid sequence and an MHC pseudo amino acid sequence, predict their binding affinity value. This is MHC class II binding data. (1) The peptide sequence is GSRSLTTLLRALGAQ. The MHC is DRB1_0101 with pseudo-sequence DRB1_0101. The binding affinity (normalized) is 0.596. (2) The binding affinity (normalized) is 0.0812. The MHC is DRB4_0101 with pseudo-sequence DRB4_0103. The peptide sequence is GWDLNAASAYCSTWD. (3) The peptide sequence is PAPMLAAAAGWQTLS. The MHC is HLA-DPA10103-DPB10201 with pseudo-sequence HLA-DPA10103-DPB10201. The binding affinity (normalized) is 0.490. (4) The MHC is HLA-DQA10501-DQB10201 with pseudo-sequence HLA-DQA10501-DQB10201. The binding affinity (normalized) is 0.0395. The peptide sequence is KGKDKWIELKESWGA. (5) The peptide sequence is KLLPVPPTVTIFKIS. The MHC is DRB1_1302 with pseudo-sequence DRB1_1302. The binding affinity (normalized) is 0.414.